Regression/Classification. Given a drug SMILES string, predict its absorption, distribution, metabolism, or excretion properties. Task type varies by dataset: regression for continuous measurements (e.g., permeability, clearance, half-life) or binary classification for categorical outcomes (e.g., BBB penetration, CYP inhibition). For this dataset (lipophilicity_astrazeneca), we predict Y. From a dataset of Experimental lipophilicity measurements (octanol/water distribution) for 4,200 compounds from AstraZeneca. (1) The drug is O=C(NCc1ccc(OC(F)(F)F)cc1)C1c2ccccc2C(=O)N1CC1CC(F)(F)C1. The Y is 3.90 logD. (2) The compound is O=C(N[C@H]1CN2CCC1CC2)c1ccc(Cl)cc1. The Y is 0.600 logD. (3) The molecule is CCOc1ccc(NC(C)=O)cc1. The Y is 1.50 logD. (4) The molecule is CCOC(=O)c1c(C)n(Cc2ccco2)c2ccc(O)cc12. The Y is 3.50 logD.